This data is from Full USPTO retrosynthesis dataset with 1.9M reactions from patents (1976-2016). The task is: Predict the reactants needed to synthesize the given product. (1) Given the product [OH:6][N:7]1[C:12](=[O:13])[C:11]2[S:14][C:15]3[CH:20]=[CH:19][CH:18]=[CH:17][C:16]=3[C:10]=2[N:9]([CH2:29][CH2:30][C:31]2[CH:36]=[CH:35][CH:34]=[CH:33][CH:32]=2)[C:8]1=[O:21], predict the reactants needed to synthesize it. The reactants are: COC1C=C(OC)C=CC=1C[O:6][N:7]1[C:12](=[O:13])[C:11]2[S:14][C:15]3[CH:20]=[CH:19][CH:18]=[CH:17][C:16]=3[C:10]=2[NH:9][C:8]1=[O:21].Br[CH2:29][CH2:30][C:31]1[CH:36]=[CH:35][CH:34]=[CH:33][CH:32]=1. (2) The reactants are: [CH3:1][CH:2]1[CH2:11][CH2:10][C:9]2[C:4](=[CH:5][CH:6]=[CH:7][CH:8]=2)[NH:3]1.[N+:12]([O-])([OH:14])=[O:13].[OH-].[Na+]. Given the product [CH3:1][CH:2]1[CH2:11][CH2:10][C:9]2[C:4](=[CH:5][C:6]([N+:12]([O-:14])=[O:13])=[CH:7][CH:8]=2)[NH:3]1, predict the reactants needed to synthesize it. (3) Given the product [CH:8]([C:7]1[CH:6]=[CH:5][C:12]([O:13][CH3:14])=[C:11]([CH:10]=1)[C:2]#[N:3])=[O:9], predict the reactants needed to synthesize it. The reactants are: [Cu][C:2]#[N:3].Br[C:5]1[CH:6]=[C:7]([CH:10]=[CH:11][C:12]=1[O:13][CH3:14])[CH:8]=[O:9]. (4) Given the product [CH:1]1([CH2:4][O:5][N:6]2[CH:11]=[CH:10][C:9]3=[N:12][CH:13]([N:15]4[CH2:20][CH2:19][CH:18]([O:21][CH2:22][C@@H:23]([NH:25][C:26](=[O:27])[CH3:34])[CH3:24])[CH2:17][CH2:16]4)[O:14][C:8]3=[CH:7]2)[CH2:3][CH2:2]1, predict the reactants needed to synthesize it. The reactants are: [CH:1]1([CH2:4][O:5][N:6]2[CH:11]=[CH:10][C:9]3=[N:12][CH:13]([N:15]4[CH2:20][CH2:19][CH:18]([O:21][CH2:22][C@@H:23]([NH:25][C:26](=O)[O:27]C(C)(C)C)[CH3:24])[CH2:17][CH2:16]4)[O:14][C:8]3=[CH:7]2)[CH2:3][CH2:2]1.Cl.[CH3:34]O.